Dataset: Retrosynthesis with 50K atom-mapped reactions and 10 reaction types from USPTO. Task: Predict the reactants needed to synthesize the given product. Given the product CCC[C@@H]1Nc2ccccc2[C@H]2[C@@H]1CCN2C(=O)[C@H]1CCCC[C@H]1NC(=O)c1ccc2[nH]c(C)nc2c1, predict the reactants needed to synthesize it. The reactants are: CCC[C@H]1Nc2ccccc2[C@H]2[C@@H]1CCN2C(=O)[C@H]1CCCC[C@H]1N.Cc1nc2cc(C(=O)O)ccc2[nH]1.